This data is from Peptide-MHC class II binding affinity with 134,281 pairs from IEDB. The task is: Regression. Given a peptide amino acid sequence and an MHC pseudo amino acid sequence, predict their binding affinity value. This is MHC class II binding data. (1) The binding affinity (normalized) is 0.556. The peptide sequence is ISEWQPSKGWNDWEN. The MHC is HLA-DQA10501-DQB10402 with pseudo-sequence HLA-DQA10501-DQB10402. (2) The peptide sequence is RSTTDSGKVIPEWCC. The MHC is DRB1_0801 with pseudo-sequence DRB1_0801. The binding affinity (normalized) is 0. (3) The peptide sequence is LRNVACQEAVKLKLI. The MHC is DRB1_0901 with pseudo-sequence DRB1_0901. The binding affinity (normalized) is 0.527. (4) The peptide sequence is GNEPMYAQVRKPKSR. The MHC is DRB1_0301 with pseudo-sequence DRB1_0301. The binding affinity (normalized) is 0. (5) The peptide sequence is IPFVHLGHRDALEDD. The binding affinity (normalized) is 0.110. The MHC is HLA-DPA10201-DPB11401 with pseudo-sequence HLA-DPA10201-DPB11401. (6) The peptide sequence is KYTATISGLKPGVDY. The MHC is DRB1_0901 with pseudo-sequence DRB1_0901. The binding affinity (normalized) is 0.359. (7) The peptide sequence is PEQPQQSFPEQERP. The MHC is DRB1_1501 with pseudo-sequence DRB1_1501. The binding affinity (normalized) is 0.